Dataset: Catalyst prediction with 721,799 reactions and 888 catalyst types from USPTO. Task: Predict which catalyst facilitates the given reaction. Reactant: Cl.[CH3:2][O:3][C:4]1[C:9]2[N:10]=[C:11]([C:13]3[NH:22][C:16]4[CH2:17][CH2:18][NH:19][CH2:20][CH2:21][C:15]=4[N:14]=3)[S:12][C:8]=2[C:7]([N:23]2[CH2:28][CH2:27][O:26][CH2:25][CH2:24]2)=[CH:6][CH:5]=1.Br[CH2:30][C:31]([NH2:33])=[O:32].C(=O)([O-])[O-].[Na+].[Na+].[I-].[Na+]. Product: [CH3:2][O:3][C:4]1[C:9]2[N:10]=[C:11]([C:13]3[NH:22][C:16]4[CH2:17][CH2:18][N:19]([CH2:30][C:31]([NH2:33])=[O:32])[CH2:20][CH2:21][C:15]=4[N:14]=3)[S:12][C:8]=2[C:7]([N:23]2[CH2:24][CH2:25][O:26][CH2:27][CH2:28]2)=[CH:6][CH:5]=1. The catalyst class is: 10.